This data is from Catalyst prediction with 721,799 reactions and 888 catalyst types from USPTO. The task is: Predict which catalyst facilitates the given reaction. (1) Reactant: [NH2:1][C@@H:2]([CH2:5][C:6]1[CH:11]=[CH:10][C:9]([CH3:12])=[CH:8][CH:7]=1)[CH2:3][OH:4].C(N(C(C)C)CC)(C)C.Cl[C:23](Cl)([O:25]C(=O)OC(Cl)(Cl)Cl)Cl. Product: [CH3:12][C:9]1[CH:8]=[CH:7][C:6]([CH2:5][C@H:2]2[CH2:3][O:4][C:23](=[O:25])[NH:1]2)=[CH:11][CH:10]=1. The catalyst class is: 2. (2) Reactant: [CH:1]1([NH:4][C:5]2[C:10]([C:11]([O:13]CC)=[O:12])=[CH:9][C:8]([F:16])=[C:7]([N:17]3[CH2:22][CH2:21][N:20]([CH3:23])[CH2:19][CH2:18]3)[N:6]=2)[CH2:3][CH2:2]1.[OH-].[Na+]. Product: [CH:1]1([NH:4][C:5]2[C:10]([C:11]([OH:13])=[O:12])=[CH:9][C:8]([F:16])=[C:7]([N:17]3[CH2:18][CH2:19][N:20]([CH3:23])[CH2:21][CH2:22]3)[N:6]=2)[CH2:2][CH2:3]1. The catalyst class is: 20. (3) Reactant: [Br:1][C:2]1[C:8]([F:9])=[CH:7][CH:6]=[CH:5][C:3]=1[NH2:4].N1C=CC=CC=1.[C:16](Cl)(=[O:25])[CH:17]=[CH:18][C:19]1[CH:24]=[CH:23][CH:22]=[CH:21][CH:20]=1. Product: [Br:1][C:2]1[C:8]([F:9])=[CH:7][CH:6]=[CH:5][C:3]=1[NH:4][C:16](=[O:25])[CH:17]=[CH:18][C:19]1[CH:24]=[CH:23][CH:22]=[CH:21][CH:20]=1. The catalyst class is: 2. (4) Reactant: C(Cl)(=O)C(Cl)=O.CS(C)=O.[CH:11]([N:24]1[CH2:27][CH:26]([OH:28])[CH2:25]1)([C:18]1[CH:23]=[CH:22][CH:21]=[CH:20][CH:19]=1)[C:12]1[CH:17]=[CH:16][CH:15]=[CH:14][CH:13]=1.C(N(CC)CC)C. Product: [CH:11]([N:24]1[CH2:27][C:26](=[O:28])[CH2:25]1)([C:18]1[CH:23]=[CH:22][CH:21]=[CH:20][CH:19]=1)[C:12]1[CH:13]=[CH:14][CH:15]=[CH:16][CH:17]=1. The catalyst class is: 34. (5) Reactant: Br[C:2]1[CH:7]=[CH:6][C:5]([Br:8])=[CH:4][N:3]=1.[Li]CCCC.[O:14]1[C:18]2([CH2:23][CH2:22][C:21](=[O:24])[CH2:20][CH2:19]2)[O:17][CH2:16][CH2:15]1.C([O-])(O)=O.[Na+]. Product: [Br:8][C:5]1[CH:6]=[CH:7][C:2]([C:21]2([OH:24])[CH2:22][CH2:23][C:18]3([O:17][CH2:16][CH2:15][O:14]3)[CH2:19][CH2:20]2)=[N:3][CH:4]=1. The catalyst class is: 308. (6) Reactant: Cl[C:2]1[N:10]=[CH:9][N:8]=[C:7]2[C:3]=1[NH:4][CH:5]=[N:6]2.[Cl:11][C:12]1[CH:13]=[C:14](/[CH:18]=[CH:19]/[C@H:20]2[CH2:24][CH2:23][CH2:22][NH:21]2)[CH:15]=[CH:16][CH:17]=1.C(N(CC)CC)C. Product: [Cl:11][C:12]1[CH:13]=[C:14](/[CH:18]=[CH:19]/[C@H:20]2[CH2:24][CH2:23][CH2:22][N:21]2[C:2]2[N:10]=[CH:9][N:8]=[C:7]3[C:3]=2[N:4]=[CH:5][NH:6]3)[CH:15]=[CH:16][CH:17]=1. The catalyst class is: 51. (7) Reactant: [N+:1]([C:4]1[CH:5]=[C:6]([CH:10]=[C:11]([C:13]([F:16])([F:15])[F:14])[CH:12]=1)[C:7](O)=[O:8])([O-:3])=[O:2].Cl.[CH2:18]([N:20]=C=NCCCN(C)C)C.ON1C2C=CC=CC=2N=N1.C(N(CC)CC)C.O1CCCC1.CNC. Product: [CH3:18][NH:20][C:7](=[O:8])[C:6]1[CH:10]=[C:11]([C:13]([F:16])([F:15])[F:14])[CH:12]=[C:4]([N+:1]([O-:3])=[O:2])[CH:5]=1. The catalyst class is: 145. (8) Reactant: [CH3:1][CH:2]([CH2:4][CH2:5][CH2:6][C@H:7]([C@@H:9]1[C@:27]2([CH3:28])[C@H:12]([C@H:13]3[C@H:24]([CH2:25][CH2:26]2)[C@:22]2([CH3:23])[C:16]([CH2:17][C@H:18]([CH2:20][CH2:21]2)[OH:19])=[CH:15][CH2:14]3)[CH2:11][CH2:10]1)[CH3:8])[CH3:3].[S:29](Cl)([C:32]1[CH:38]=[CH:37][C:35]([CH3:36])=[CH:34][CH:33]=1)(=[O:31])=[O:30].C(Cl)Cl.CO. The catalyst class is: 17. Product: [CH3:36][C:35]1[CH:37]=[CH:38][C:32]([S:29]([O:19][C@H:18]2[CH2:20][CH2:21][C@@:22]3([CH3:23])[C:16](=[CH:15][CH2:14][C@@H:13]4[C@@H:24]3[CH2:25][CH2:26][C@@:27]3([CH3:28])[C@H:12]4[CH2:11][CH2:10][C@@H:9]3[C@H:7]([CH3:8])[CH2:6][CH2:5][CH2:4][CH:2]([CH3:1])[CH3:3])[CH2:17]2)(=[O:31])=[O:30])=[CH:33][CH:34]=1. (9) Reactant: C([O:8][C:9]1[CH:14]=[CH:13][N:12]([CH2:15][CH2:16][C:17]([CH3:27])([S:23]([CH3:26])(=[O:25])=[O:24])[C:18]([O:20][CH2:21][CH3:22])=[O:19])[C:11](=[O:28])[CH:10]=1)C1C=CC=CC=1.C1CCCCC=1. Product: [OH:8][C:9]1[CH:14]=[CH:13][N:12]([CH2:15][CH2:16][C:17]([CH3:27])([S:23]([CH3:26])(=[O:25])=[O:24])[C:18]([O:20][CH2:21][CH3:22])=[O:19])[C:11](=[O:28])[CH:10]=1. The catalyst class is: 261.